This data is from Experimentally validated miRNA-target interactions with 360,000+ pairs, plus equal number of negative samples. The task is: Binary Classification. Given a miRNA mature sequence and a target amino acid sequence, predict their likelihood of interaction. (1) The miRNA is hsa-miR-3974 with sequence AAAGGUCAUUGUAAGGUUAAUGC. The protein sequence of the target gene is MSSKTASTNSIAQARRTVQQLRLEASIERIKVSKASADLMSYCEEHARSDPLLMGIPTSENPFKDKKTCIIL. Result: 0 (no interaction). (2) The miRNA is hsa-miR-337-3p with sequence CUCCUAUAUGAUGCCUUUCUUC. The protein sequence of the target gene is MAGPRGALLAWCRRQCEGYRGVDIRDLSSSFRDGLAFCAILHRHRPDLLDFQSLSKENVFENNRLAFEVAEKELGIPALLDPNDMVSMSVPDCLSIMTYVSQYYNHFTSSGQAAASPPKPGKDPAPPSPTSTSPAVQPGEEAQGDDLSPDSLSEQGKQQPPSSACAACGQRVHLVQRYLAEGRLYHRHCFRCRQCSSTLVPGSYSSGPEEGTFVCAERCTRLGPGSRSGTRLLSQQRQQPAAAEAKDAEDNDPSLSVAAVAEADRLQASSEVQFHTPTKPPLPSKPQELASPPGGRPTPA.... Result: 0 (no interaction). (3) The miRNA is hsa-miR-6821-3p with sequence UGACCUCUCCGCUCCGCACAG. The protein sequence of the target gene is MDGTEGSAGQPGPAERSHRSSVSSVGARAADVLVYLADDTVVPLAVENLPSLSAHELHRAVREVLQLPDIALDVFALWLVSPLLEVQLKPKHQPYKLGRQWPELLLRFTSAPDDDVAMDEPFLQFRRNVFFPKRRELQIHDEEVLRLLYEEAKGNVLAARYPCDVEDCEALGALVCRVQLGPYQPGRPAACDLREKLDSFLPAHLCKRGQSLFAALRGRGARAGPGEQGLLNAYRQVQEVSSDGGCEAALGTHYRAYLLKCHELPFYGCAFFHGEVDKPAQGFLHRGGRKPVSVAISLEG.... Result: 0 (no interaction). (4) The miRNA is bta-miR-27b with sequence UUCACAGUGGCUAAGUUCUGC. The protein sequence of the target gene is MEEIGILVEKAQDEIPALSVSRPQTGLSFLGPEPEDLEDLYSRYKKLQQELEFLEVQEEYIKDEQKNLKKEFLHAQEEVKRIQSIPLVIGQFLEAVDQNTAIVGSTTGSNYYVRILSTIDRELLKPNASVALHKHSNALVDVLPPEADSSIMMLTSDQKPDVMYADIGGMDIQKQEVREAVELPLTHFELYKQIGIDPPRGVLMYGPPGCGKTMLAKAVAHHTTAAFIRVVGSEFVQKYLGEGPRMVRDVFRLAKENAPAIIFIDEIDAIATKRFDAQTGADREVQRILLELLNQMDGFD.... Result: 0 (no interaction). (5) The miRNA is hsa-miR-340-3p with sequence UCCGUCUCAGUUACUUUAUAGC. The protein sequence of the target gene is MEFPDHSRHLLQCLSEQRHQGFLCDCTVLVGDAQFRAHRAVLASCSMYFHLFYKDQLDKRDIVHLNSDIVTAPAFALLLEFMYEGKLQFKDLPIEDVLAAASYLHMYDIVKVCKKKLKEKATTEADSTKKEEDASSCSDKVESLSDGSSHMAGDLPSDEDEGEDDKLNILPSKRDLAAEPGNMWMRLPSDAAGIPQAGGEAEPHATAAGKTVASPCSSTESLSQRSVTSVRDSADVDCVLDLSVKSSLSGVENLNSSYFSSQDVLRGNLVQVKVEKEASCDESDVGTNDYDMEHSTVKES.... Result: 0 (no interaction).